This data is from Peptide-MHC class II binding affinity with 134,281 pairs from IEDB. The task is: Regression. Given a peptide amino acid sequence and an MHC pseudo amino acid sequence, predict their binding affinity value. This is MHC class II binding data. (1) The MHC is DRB1_1501 with pseudo-sequence DRB1_1501. The peptide sequence is NVNLQKQLLTNHLIN. The binding affinity (normalized) is 0.224. (2) The peptide sequence is LQFAKLTGFTLMGKG. The MHC is DRB3_0101 with pseudo-sequence DRB3_0101. The binding affinity (normalized) is 0.169. (3) The peptide sequence is AAAKVAHHMVKISGG. The MHC is DRB1_0101 with pseudo-sequence DRB1_0101. The binding affinity (normalized) is 0.157. (4) The peptide sequence is TMASYQAVSTAAVAA. The binding affinity (normalized) is 0. The MHC is HLA-DPA10201-DPB10501 with pseudo-sequence HLA-DPA10201-DPB10501. (5) The peptide sequence is PFTVRYTTEGGTKTE. The MHC is DRB1_0901 with pseudo-sequence DRB1_0901. The binding affinity (normalized) is 0.449.